This data is from Catalyst prediction with 721,799 reactions and 888 catalyst types from USPTO. The task is: Predict which catalyst facilitates the given reaction. (1) Reactant: [NH2:1][CH:2]([C:11]1[CH:16]=[CH:15][CH:14]=[CH:13][CH:12]=1)[C:3]1([N:8]([CH3:10])[CH3:9])[CH2:7][CH2:6][CH2:5][CH2:4]1.ClC1C(C(F)(F)F)=CC=CC=1C(NC(C1(N(C)C)CCCC1)C1C=CC=CC=1)=O.[Br:46][C:47]1[CH:55]=[CH:54][CH:53]=[C:52]([CH3:56])[C:48]=1[C:49](O)=[O:50].ON1C2C=CC=CC=2N=N1.C1CCC(N=C=NC2CCCCC2)CC1. Product: [Br:46][C:47]1[CH:55]=[CH:54][CH:53]=[C:52]([CH3:56])[C:48]=1[C:49]([NH:1][CH:2]([C:3]1([N:8]([CH3:10])[CH3:9])[CH2:7][CH2:6][CH2:5][CH2:4]1)[C:11]1[CH:12]=[CH:13][CH:14]=[CH:15][CH:16]=1)=[O:50]. The catalyst class is: 2. (2) Reactant: [CH2:1]([C:3]1[CH:18]=[CH:17][C:6]([O:7][C:8]2[CH:13]=[CH:12][CH:11]=[CH:10][C:9]=2[NH:14][CH:15]=O)=[C:5]([O:19][CH3:20])[CH:4]=1)[CH3:2].Cl. Product: [CH2:1]([C:3]1[CH:18]=[CH:17][C:6]([O:7][C:8]2[CH:13]=[CH:12][CH:11]=[CH:10][C:9]=2[NH:14][CH3:15])=[C:5]([O:19][CH3:20])[CH:4]=1)[CH3:2]. The catalyst class is: 36. (3) Reactant: [Si:1]([O:8][CH2:9][C:10]1([CH3:30])[S:16][CH2:15][CH2:14][N:13]2[C:17]([C:20]3([C:23]4[CH:28]=[CH:27][C:26](Cl)=[CH:25][CH:24]=4)[CH2:22][CH2:21]3)=[N:18][N:19]=[C:12]2[CH2:11]1)([C:4]([CH3:7])([CH3:6])[CH3:5])([CH3:3])[CH3:2].[N:31]1[CH:36]=[CH:35][CH:34]=[C:33](B(O)O)[CH:32]=1.C1(P(C2CCCCC2)C2CCCCC2)CCCCC1.P([O-])([O-])([O-])=O.[K+].[K+].[K+].C(=O)([O-])O.[Na+]. Product: [Si:1]([O:8][CH2:9][C:10]1([CH3:30])[S:16][CH2:15][CH2:14][N:13]2[C:17]([C:20]3([C:23]4[CH:28]=[CH:27][C:26]([C:33]5[CH:32]=[N:31][CH:36]=[CH:35][CH:34]=5)=[CH:25][CH:24]=4)[CH2:22][CH2:21]3)=[N:18][N:19]=[C:12]2[CH2:11]1)([C:4]([CH3:7])([CH3:6])[CH3:5])([CH3:3])[CH3:2]. The catalyst class is: 333. (4) Reactant: [Cl:1][C:2]1[CH:7]=[CH:6][CH:5]=[CH:4][C:3]=1[CH:8]([O:10][C:11](=[O:27])[NH:12][C:13]1[C:14]([CH3:26])=[N:15][O:16][C:17]=1[C:18]1[CH:23]=[CH:22][C:21]([CH2:24]Cl)=[CH:20][CH:19]=1)[CH3:9].[NH:28]1[CH:32]=[N:31][C:30]([C:33]([O:35][CH3:36])=[O:34])=[N:29]1.C(=O)([O-])[O-].[K+].[K+]. Product: [CH3:36][O:35][C:33]([C:30]1[N:31]=[CH:32][N:28]([CH2:24][C:21]2[CH:22]=[CH:23][C:18]([C:17]3[O:16][N:15]=[C:14]([CH3:26])[C:13]=3[NH:12][C:11]([O:10][CH:8]([C:3]3[CH:4]=[CH:5][CH:6]=[CH:7][C:2]=3[Cl:1])[CH3:9])=[O:27])=[CH:19][CH:20]=2)[N:29]=1)=[O:34]. The catalyst class is: 3.